From a dataset of Human Reference Interactome with 51,813 positive PPI pairs across 8,248 proteins, plus equal number of experimentally-validated negative pairs. Binary Classification. Given two protein amino acid sequences, predict whether they physically interact or not. (1) Protein 1 (ENSG00000010278) has sequence MPVKGGTKCIKYLLFGFNFIFWLAGIAVLAIGLWLRFDSQTKSIFEQETNNNNSSFYTGVYILIGAGALMMLVGFLGCCGAVQESQCMLGLFFGFLLVIFAIEIAAAIWGYSHKDEVIKEVQEFYKDTYNKLKTKDEPQRETLKAIHYALNCCGLAGGVEQFISDICPKKDVLETFTVKSCPDAIKEVFDNKFHIIGAVGIGIAVVMIFGMIFSMILCCAIRRNREMV*MPVKGGTKCIKYLLFGFNFIFWLAGIAVLAIGLWLRFDSQTKSIFEQETNNNNSSFYTGVYILIGAGALMM.... Protein 2 (ENSG00000130561) has sequence MAASGKTSKSEPNHVIFKKISRDKSVTIYLGNRDYIDHVSQVQPVDGVVLVDPDLVKGKKGEMKPLVSGWFLGGVDCSLGGSGKGHLHGRRDRKAEAALLHMEPVPGPLTHTPVPNSRDIGPVDTRAHSLMAASGKTSKSEPNHVIFKKISRDKSVTIYLGNRDYIDHVSQVQPVDGVVLVDPDLVKGKKVYVTLTCAFRYGQEDIDVIGLTFRRDLYFSRVQVYPPVGAASTPTKLQESLLKKLGSNTYPFLLTFPDYLPCSVMLQPAPQDSGKSCGVDFEVKAFATDSTDAEEDKIPK.... Result: 0 (the proteins do not interact). (2) Protein 1 (ENSG00000148308) has sequence MWLRCCRLWAARKASPGEGYNNPPISGENLIGLSRARRPHNAIFVNFEDEEVPKQPLEAAAQTWRRVCTNPVDRKVEEELRKLFDIRPIWSRNAVKANISVHPDKLKVLLPFIAYYMITGPWRSLWIRFGYDPRKNPDAKIYQVLDFRIRCGMKHGYAPSDLPVKAKRSTYNYSLPITVKKTSSQLVTMHDLKQGLGPSGTSGARKPASSKYKLKDSVYIFREGALPPYRQMFYQLCDLNVEELQKIIHRNDGAENSCTERDGWCLPKTSDELRDTMSLMIRQTIRSKRPALFSSSAKAD.... Protein 2 (ENSG00000100138) has sequence MTEADVNPKAYPLADAHLTKKLLDLVQQSCNYKQLRKGANEATKTLNRGISEFIVMAADAEPLEIILHLPLLCEDKNVPYVFVRSKQALGRACGVSRPVIACSVTIKEGSQLKQQIQSIQQSIERLLV*MLLVQTEADVNPKAYPLADAHLTKKLLDLVQQSCNYKQLRKGANEATKTLNRGISEFIVMAADAEPLEIILHLPLLCEDKNVPYVFVRSKQALGRACGVSRPVIACSVTIKEGSQLKQQIQSIQQSIERLLV*MAADAEPLEIILHLPLLCEDKNVPYVFVRSKQALGRAC.... Result: 0 (the proteins do not interact).